This data is from Forward reaction prediction with 1.9M reactions from USPTO patents (1976-2016). The task is: Predict the product of the given reaction. (1) Given the reactants [Cl:1][C:2]1[N:7]=[CH:6][C:5]([CH2:8][NH:9][C:10]([C:12]2([C:27]#[N:28])[CH2:17][CH2:16][N:15]([C:18]3[C:19]4[CH:26]=[CH:25][NH:24][C:20]=4[N:21]=[CH:22][N:23]=3)[CH2:14][CH2:13]2)=[O:11])=[CH:4][CH:3]=1.[OH-].[Na+].N.C(O)C.[H][H], predict the reaction product. The product is: [NH2:28][CH2:27][C:12]1([C:10]([NH:9][CH2:8][C:5]2[CH:6]=[N:7][C:2]([Cl:1])=[CH:3][CH:4]=2)=[O:11])[CH2:13][CH2:14][N:15]([C:18]2[C:19]3[CH:26]=[CH:25][NH:24][C:20]=3[N:21]=[CH:22][N:23]=2)[CH2:16][CH2:17]1. (2) Given the reactants C([O:4][C@@H:5]1[C@@H:10]([CH3:11])[CH2:9][C@@H:8]([C:12]2[CH:17]=[CH:16][N:15]=[CH:14][C:13]=2[NH2:18])[CH2:7][C@H:6]1[NH:19][C:20]([O:22][C:23]([CH3:26])([CH3:25])[CH3:24])=[O:21])(=O)C.[F:27][C:28]1[CH:33]=[CH:32][CH:31]=[C:30]([F:34])[C:29]=1[C:35]1[N:40]=[C:39]([C:41](O)=[O:42])[CH:38]=[CH:37][C:36]=1[F:44].C(Cl)CCl.C([O-])([O-])=O.[Cs+].[Cs+], predict the reaction product. The product is: [F:27][C:28]1[CH:33]=[CH:32][CH:31]=[C:30]([F:34])[C:29]=1[C:35]1[N:40]=[C:39]([C:41]([NH:18][C:13]2[CH:14]=[N:15][CH:16]=[CH:17][C:12]=2[C@H:8]2[CH2:7][C@@H:6]([NH:19][C:20](=[O:21])[O:22][C:23]([CH3:26])([CH3:25])[CH3:24])[C@H:5]([OH:4])[C@@H:10]([CH3:11])[CH2:9]2)=[O:42])[CH:38]=[CH:37][C:36]=1[F:44]. (3) The product is: [Cl:1][C:2]1[CH:7]=[C:6]([NH:8][C:9]([C:11]2[N:15]3[N:16]=[C:17]([NH:33][CH:34]4[CH2:39][CH2:38][S:37][CH2:36][CH2:35]4)[CH:18]=[C:19]([NH:20][CH:30]4[CH2:32][CH2:31]4)[C:14]3=[N:13][CH:12]=2)=[O:10])[CH:5]=[CH:4][N:3]=1. Given the reactants [Cl:1][C:2]1[CH:7]=[C:6]([NH:8][C:9]([C:11]2[N:15]3[N:16]=[C:17]([NH:33][CH:34]4[CH2:39][CH2:38][S:37][CH2:36][CH2:35]4)[CH:18]=[C:19]([N:20]([CH:30]4[CH2:32][CH2:31]4)CC4C=CC(OC)=CC=4)[C:14]3=[N:13][CH:12]=2)=[O:10])[CH:5]=[CH:4][N:3]=1.C(O)(C(F)(F)F)=O, predict the reaction product.